From a dataset of Peptide-MHC class I binding affinity with 185,985 pairs from IEDB/IMGT. Regression. Given a peptide amino acid sequence and an MHC pseudo amino acid sequence, predict their binding affinity value. This is MHC class I binding data. (1) The peptide sequence is VMCIQMKYV. The MHC is HLA-A11:01 with pseudo-sequence HLA-A11:01. The binding affinity (normalized) is 0.0847. (2) The peptide sequence is GFAAPQFSL. The MHC is HLA-A02:01 with pseudo-sequence HLA-A02:01. The binding affinity (normalized) is 0.133. (3) The MHC is HLA-B35:01 with pseudo-sequence HLA-B35:01. The binding affinity (normalized) is 0.137. The peptide sequence is QPKTACTTCY. (4) The peptide sequence is KEQLQLLMPL. The MHC is HLA-B44:03 with pseudo-sequence HLA-B44:03. The binding affinity (normalized) is 0.640. (5) The peptide sequence is VPGSETMCY. The MHC is HLA-B44:03 with pseudo-sequence HLA-B44:03. The binding affinity (normalized) is 0. (6) The peptide sequence is YTFEPHYFY. The MHC is HLA-B58:01 with pseudo-sequence HLA-B58:01. The binding affinity (normalized) is 0.248. (7) The peptide sequence is LPEAYQWHI. The MHC is HLA-B18:01 with pseudo-sequence HLA-B18:01. The binding affinity (normalized) is 0.0847.